From a dataset of Forward reaction prediction with 1.9M reactions from USPTO patents (1976-2016). Predict the product of the given reaction. The product is: [F:37][C:34]1[CH:35]=[CH:36][C:31]([CH2:30][N:11]2[C:12](=[O:29])[C:13]([C:14]3[N:15]=[S:16]([CH3:28])(=[O:27])[C:17]4[CH:23]=[C:22]([N+:24]([O-:26])=[O:25])[CH:21]=[CH:20][C:18]=4[N:19]=3)=[C:3]([OH:2])[CH:5]3[CH:10]2[CH:9]2[O:38][CH:6]3[CH2:7][CH2:8]2)=[CH:32][CH:33]=1. Given the reactants C[O:2][C:3]([CH:5]1[CH:10]([N:11]([CH2:30][C:31]2[CH:36]=[CH:35][C:34]([F:37])=[CH:33][CH:32]=2)[C:12](=[O:29])[CH2:13][C:14]2[N:15]=[S:16]([CH3:28])(=[O:27])[C:17]3[CH:23]=[C:22]([N+:24]([O-:26])=[O:25])[CH:21]=[CH:20][C:18]=3[N:19]=2)[CH:9]2[O:38][CH:6]1[CH2:7][CH2:8]2)=O.[O-]CC.[Na+], predict the reaction product.